Dataset: Catalyst prediction with 721,799 reactions and 888 catalyst types from USPTO. Task: Predict which catalyst facilitates the given reaction. (1) Reactant: [OH:1][NH2:2].C([O:5][C:6](=O)[CH2:7][CH2:8][CH2:9][CH2:10][CH2:11][CH2:12][N:13]([C:24]1[CH:29]=[CH:28][CH:27]=[CH:26][N:25]=1)[C:14]1[CH:23]=[CH:22][C:21]2[C:16](=[CH:17][CH:18]=[CH:19][CH:20]=2)[N:15]=1)C. Product: [OH:1][NH:2][C:6](=[O:5])[CH2:7][CH2:8][CH2:9][CH2:10][CH2:11][CH2:12][N:13]([C:24]1[CH:29]=[CH:28][CH:27]=[CH:26][N:25]=1)[C:14]1[CH:23]=[CH:22][C:21]2[C:16](=[CH:17][CH:18]=[CH:19][CH:20]=2)[N:15]=1. The catalyst class is: 121. (2) Reactant: [NH2:1][C:2]1[CH:3]=[C:4]([CH2:8][S:9]([NH:12][CH2:13][CH2:14][OH:15])(=[O:11])=[O:10])[CH:5]=[CH:6][CH:7]=1.[Cl:16][C:17]1[CH:22]=[C:21]([Cl:23])[CH:20]=[C:19]([Cl:24])[C:18]=1Br.C([O-])([O-])=O.[K+].[K+].CC1(C)C2C(=C(P(C3C=CC=CC=3)C3C=CC=CC=3)C=CC=2)OC2C(P(C3C=CC=CC=3)C3C=CC=CC=3)=CC=CC1=2. Product: [OH:15][CH2:14][CH2:13][NH:12][S:9]([CH2:8][C:4]1[CH:5]=[CH:6][CH:7]=[C:2]([NH:1][C:18]2[C:17]([Cl:16])=[CH:22][C:21]([Cl:23])=[CH:20][C:19]=2[Cl:24])[CH:3]=1)(=[O:11])=[O:10]. The catalyst class is: 62. (3) Reactant: [Cl:1][C:2]1[CH:3]=[CH:4][C:5]2[N:10]=[C:9]([C:11]3[CH:25]=[CH:24][C:14]([C:15]([O:17]CC[Si](C)(C)C)=[O:16])=[CH:13][CH:12]=3)[CH2:8][O:7][C:6]=2[CH:26]=1.O.[F-].C([N+](CCCC)(CCCC)CCCC)CCC. Product: [Cl:1][C:2]1[CH:3]=[CH:4][C:5]2[N:10]=[C:9]([C:11]3[CH:25]=[CH:24][C:14]([C:15]([OH:17])=[O:16])=[CH:13][CH:12]=3)[CH2:8][O:7][C:6]=2[CH:26]=1. The catalyst class is: 1.